This data is from Reaction yield outcomes from USPTO patents with 853,638 reactions. The task is: Predict the reaction yield, written as a fraction of the theoretical maximum amount of product (1.0 means a 100% yield; for example, 0.34 means a 34% yield). (1) The reactants are [NH2:1][C:2]1[CH:7]=[CH:6][C:5]([N:8]([CH2:11][CH3:12])[CH2:9][CH3:10])=[CH:4][C:3]=1[C:13]1[CH:14]=[C:15]([CH:30]=[CH:31][N:32]=1)[C:16]([NH:18][CH2:19][C:20]1[CH:25]=[CH:24][CH:23]=[C:22]([C:26]([F:29])([F:28])[F:27])[CH:21]=1)=[O:17].[C:33]([O:37][C:38]([C:40]1[CH:41]=[C:42]([CH:46]=[CH:47][CH:48]=1)[C:43](O)=[O:44])=[O:39])([CH3:36])([CH3:35])[CH3:34].CCN(C(C)C)C(C)C.CN(C(ON1N=NC2C=CC=NC1=2)=[N+](C)C)C.F[P-](F)(F)(F)(F)F. The catalyst is CN(C=O)C.C(OCC)(=O)C. The product is [CH2:9]([N:8]([CH2:11][CH3:12])[C:5]1[CH:6]=[CH:7][C:2]([NH:1][C:43]([C:42]2[CH:41]=[C:40]([CH:48]=[CH:47][CH:46]=2)[C:38]([O:37][C:33]([CH3:35])([CH3:36])[CH3:34])=[O:39])=[O:44])=[C:3]([C:13]2[CH:14]=[C:15]([C:16](=[O:17])[NH:18][CH2:19][C:20]3[CH:25]=[CH:24][CH:23]=[C:22]([C:26]([F:27])([F:28])[F:29])[CH:21]=3)[CH:30]=[CH:31][N:32]=2)[CH:4]=1)[CH3:10]. The yield is 0.950. (2) The reactants are [C:1]([C:3]1([C:6]2[CH:14]=[CH:13][C:9]([C:10]([OH:12])=O)=[CH:8][CH:7]=2)[CH2:5][CH2:4]1)#[N:2].[Cl:15][C:16]1[CH:17]=[C:18]([CH:23]=[CH:24][C:25]=1[O:26][CH:27]([CH3:29])[CH3:28])/[C:19](=[N:21]/O)/[NH2:20].C1CCC(N=C=NC2CCCCC2)CC1.C1C=CC2N(O)N=NC=2C=1.CCN(C(C)C)C(C)C. The catalyst is C(#N)C. The product is [Cl:15][C:16]1[CH:17]=[C:18]([C:19]2[N:21]=[C:10]([C:9]3[CH:8]=[CH:7][C:6]([C:3]4([C:1]#[N:2])[CH2:4][CH2:5]4)=[CH:14][CH:13]=3)[O:12][N:20]=2)[CH:23]=[CH:24][C:25]=1[O:26][CH:27]([CH3:29])[CH3:28]. The yield is 0.238.